From a dataset of Human liver microsome stability data. Regression/Classification. Given a drug SMILES string, predict its absorption, distribution, metabolism, or excretion properties. Task type varies by dataset: regression for continuous measurements (e.g., permeability, clearance, half-life) or binary classification for categorical outcomes (e.g., BBB penetration, CYP inhibition). Dataset: hlm. (1) The compound is CC[C@@H](C)n1ncn(-c2ccc(N3CCN(c4ccc(OC[C@@H]5CO[C@@](C)(c6ccc(F)cc6F)C5)cc4)CC3)cc2)c1=O. The result is 0 (unstable in human liver microsomes). (2) The drug is COC(=O)Nc1ccc2c(c1)NC(=O)[C@H](C)CCC[C@H](N1CC[C@H](c3c(F)ccc(Cl)c3F)OC1=O)c1cncc-2c1. The result is 1 (stable in human liver microsomes). (3) The compound is COC(=O)CNC(=O)CC[C@@H](C)[C@H]1CC[C@H]2[C@@H]3[C@H](OC(C)=O)C[C@@H]4CC5(CC[C@]4(C)[C@H]3C[C@H](OC(C)=O)[C@]12C)OOC(C)(C)OO5. The result is 0 (unstable in human liver microsomes). (4) The drug is CS(=O)(=O)c1ccc(C(CCNC(=O)c2ccc(OCC(F)(F)F)nc2)c2ccc(F)cc2)cc1. The result is 0 (unstable in human liver microsomes).